From a dataset of Forward reaction prediction with 1.9M reactions from USPTO patents (1976-2016). Predict the product of the given reaction. (1) The product is: [CH3:17][Si:18]([CH3:20])([CH3:19])[C:21]#[C:22][C:2]1[CH:3]=[C:4]([CH:7]=[CH:8][CH:9]=1)[C:5]#[N:6]. Given the reactants I[C:2]1[CH:3]=[C:4]([CH:7]=[CH:8][CH:9]=1)[C:5]#[N:6].C(N(CC)CC)C.[CH3:17][Si:18]([C:21]#[CH:22])([CH3:20])[CH3:19], predict the reaction product. (2) Given the reactants [CH2:1]([C:4]1[CH:9]=[CH:8][CH:7]=[CH:6][C:5]=1[OH:10])[CH:2]=[CH2:3].Cl[Sn](Cl)(Cl)Cl.[I:16]I, predict the reaction product. The product is: [I:16][CH2:3][CH:2]1[CH2:1][C:4]2[CH:9]=[CH:8][CH:7]=[CH:6][C:5]=2[O:10]1.